This data is from Forward reaction prediction with 1.9M reactions from USPTO patents (1976-2016). The task is: Predict the product of the given reaction. (1) Given the reactants [CH2:1]([N:3]1[C:7]2=[N:8][C:9]([CH2:32][CH3:33])=[C:10]([CH2:19][NH:20][C:21]([C:23]3[CH:31]=[CH:30][C:26]([C:27]([OH:29])=O)=[CH:25][CH:24]=3)=[O:22])[C:11]([NH:12][CH:13]3[CH2:18][CH2:17][O:16][CH2:15][CH2:14]3)=[C:6]2[CH:5]=[N:4]1)[CH3:2].[NH2:34][CH2:35][C:36]1[CH:37]=[CH:38][C:39]([F:62])=[C:40]([C:42]2[CH:47]=[CH:46][CH:45]=[C:44]([CH2:48]N3CCN(C(OC(C)(C)C)=O)CC3)[CH:43]=2)[CH:41]=1.CN(C(O[N:71]1N=[N:78][C:73]2C=CC=C[C:72]1=2)=[N+](C)C)C.F[P-](F)(F)(F)(F)F.[CH3:87][CH2:88]N(CC)CC, predict the reaction product. The product is: [CH2:1]([N:3]1[C:7]2=[N:8][C:9]([CH2:32][CH3:33])=[C:10]([CH2:19][NH:20][C:21]([C:23]3[CH:24]=[CH:25][C:26]([C:27]([NH:34][CH2:35][C:36]4[CH:41]=[C:40]([C:42]5[CH:47]=[CH:46][CH:45]=[C:44]([CH2:48][N:71]6[CH2:72][CH2:73][NH:78][CH2:88][CH2:87]6)[CH:43]=5)[C:39]([F:62])=[CH:38][CH:37]=4)=[O:29])=[CH:30][CH:31]=3)=[O:22])[C:11]([NH:12][CH:13]3[CH2:14][CH2:15][O:16][CH2:17][CH2:18]3)=[C:6]2[CH:5]=[N:4]1)[CH3:2]. (2) Given the reactants [CH2:1]([CH:3]([CH2:6][CH2:7][CH2:8][CH3:9])[CH:4]=[O:5])[CH3:2].C(Cl)(Cl)Cl.[C:14]([OH:19])(=[O:18])[CH:15](C)O, predict the reaction product. The product is: [CH2:1]([CH:3]([CH:4]1[O:19][C:14](=[O:18])[CH2:15][O:5]1)[CH2:6][CH2:7][CH2:8][CH3:9])[CH3:2]. (3) The product is: [F:1][C:2]([F:21])([CH2:16][CH2:17][CH3:18])[CH2:3][O:4][C:5]1[CH:10]=[C:9]([CH3:11])[C:8]([NH2:12])=[CH:7][C:6]=1[CH3:15]. Given the reactants [F:1][C:2]([F:21])([CH2:16][C:17](C)(C)[CH3:18])[CH2:3][O:4][C:5]1[CH:10]=[C:9]([CH3:11])[C:8]([N+:12]([O-])=O)=[CH:7][C:6]=1[CH3:15].[H][H], predict the reaction product.